From a dataset of Catalyst prediction with 721,799 reactions and 888 catalyst types from USPTO. Predict which catalyst facilitates the given reaction. (1) Reactant: [NH2:1][C:2]1[CH:18]=[CH:17][CH:16]=[CH:15][C:3]=1[C:4]([NH:6][C:7]1[CH:12]=[CH:11][CH:10]=[C:9]([Br:13])[C:8]=1[CH3:14])=[O:5].[C:19](=O)(OC(Cl)(Cl)Cl)[O:20]C(Cl)(Cl)Cl.C([O-])(O)=O.[Na+]. Product: [Br:13][C:9]1[C:8]([CH3:14])=[C:7]([N:6]2[C:4](=[O:5])[C:3]3[C:2](=[CH:18][CH:17]=[CH:16][CH:15]=3)[NH:1][C:19]2=[O:20])[CH:12]=[CH:11][CH:10]=1. The catalyst class is: 1. (2) Reactant: [NH2:1][C:2]1([C:15]([OH:17])=[O:16])[CH2:7][CH2:6][N:5]([C:8]([O:10][C:11]([CH3:14])([CH3:13])[CH3:12])=[O:9])[CH2:4][CH2:3]1.[CH2:18](N(C(C)C)C(C)C)C.C[Si](C=[N+]=[N-])(C)C. Product: [NH2:1][C:2]1([C:15]([O:17][CH3:18])=[O:16])[CH2:7][CH2:6][N:5]([C:8]([O:10][C:11]([CH3:12])([CH3:13])[CH3:14])=[O:9])[CH2:4][CH2:3]1. The catalyst class is: 382. (3) Reactant: [CH3:1][O:2][C:3]1[CH:8]=[CH:7][C:6]([C:9]([C:24]2[CH:29]=[CH:28][C:27]([O:30][CH3:31])=[CH:26][CH:25]=2)([C:18]2[CH:23]=[CH:22][CH:21]=[CH:20][CH:19]=2)[O:10][CH2:11][C@@H:12]2[C@@H:16]([OH:17])[CH2:15][CH2:14][O:13]2)=[CH:5][CH:4]=1.[H-].[Na+].I[CH3:35]. Product: [CH3:1][O:2][C:3]1[CH:4]=[CH:5][C:6]([C:9]([C:24]2[CH:25]=[CH:26][C:27]([O:30][CH3:31])=[CH:28][CH:29]=2)([C:18]2[CH:23]=[CH:22][CH:21]=[CH:20][CH:19]=2)[O:10][CH2:11][C@@H:12]2[C@@H:16]([O:17][CH3:35])[CH2:15][CH2:14][O:13]2)=[CH:7][CH:8]=1. The catalyst class is: 3. (4) Reactant: [H-].[H-].[H-].[H-].[Li+].[Al+3].C[O:8][C:9](=O)[C:10]1[C:15]([O:16][CH3:17])=[CH:14][C:13]([C:18]2[C:23]([CH2:24][CH3:25])=[CH:22][CH:21]=[CH:20][C:19]=2[CH2:26][CH3:27])=[N:12][C:11]=1[C:28]([F:31])([F:30])[F:29]. Product: [CH2:24]([C:23]1[CH:22]=[CH:21][CH:20]=[C:19]([CH2:26][CH3:27])[C:18]=1[C:13]1[N:12]=[C:11]([C:28]([F:31])([F:29])[F:30])[C:10]([CH2:9][OH:8])=[C:15]([O:16][CH3:17])[CH:14]=1)[CH3:25]. The catalyst class is: 1.